Dataset: Reaction yield outcomes from USPTO patents with 853,638 reactions. Task: Predict the reaction yield, written as a fraction of the theoretical maximum amount of product (1.0 means a 100% yield; for example, 0.34 means a 34% yield). (1) The reactants are [C:1]([C:3]1[CH:8]=[CH:7][C:6]([C:9]2[CH:14]=[CH:13][C:12]([S:15](Cl)(=[O:17])=[O:16])=[CH:11][CH:10]=2)=[CH:5][CH:4]=1)#[N:2].[NH2:19][C:20]1[CH:25]=[CH:24][CH:23]=[C:22]([CH3:26])[N:21]=1. The catalyst is N1C=CC=CC=1. The product is [CH3:26][C:22]1[N:21]=[C:20]([NH:19][S:15]([C:12]2[CH:13]=[CH:14][C:9]([C:6]3[CH:7]=[CH:8][C:3]([C:1]#[N:2])=[CH:4][CH:5]=3)=[CH:10][CH:11]=2)(=[O:17])=[O:16])[CH:25]=[CH:24][CH:23]=1. The yield is 0.720. (2) The reactants are C(=O)([O-])[O-].[K+].[K+].I[C:8]1[CH:9]=[C:10]([CH:14]=[CH:15][CH:16]=1)[C:11]([OH:13])=[O:12].C(O)CO.[CH3:21][O:22][C:23]1[CH:28]=[CH:27][C:26]([SH:29])=[CH:25][CH:24]=1.Cl. The catalyst is O.C(OCC)(=O)C.CC(O)C. The product is [CH3:21][O:22][C:23]1[CH:28]=[CH:27][C:26]([S:29][C:8]2[CH:9]=[C:10]([CH:14]=[CH:15][CH:16]=2)[C:11]([OH:13])=[O:12])=[CH:25][CH:24]=1. The yield is 0.850.